From a dataset of Full USPTO retrosynthesis dataset with 1.9M reactions from patents (1976-2016). Predict the reactants needed to synthesize the given product. (1) Given the product [NH2:28][C:27]1[C:26]2[C:25](=[CH:32][CH:31]=[CH:30][CH:29]=2)[NH:24][C:11](=[O:14])[CH:12]=1, predict the reactants needed to synthesize it. The reactants are: [Li+].C[Si]([N-][Si](C)(C)C)(C)C.[C:11]([OH:14])(=O)[CH3:12].N1C2C=CC=CC=2NC=1.[NH2:24][C:25]1[CH:32]=[CH:31][CH:30]=[CH:29][C:26]=1[C:27]#[N:28]. (2) Given the product [CH2:18]([NH:1][C:2]1[CH:3]=[CH:4][C:5]([C:6]([O:8][CH3:9])=[O:7])=[CH:10][CH:11]=1)[CH2:19][CH2:20][CH2:21][CH3:22], predict the reactants needed to synthesize it. The reactants are: [NH2:1][C:2]1[CH:11]=[CH:10][C:5]([C:6]([O:8][CH3:9])=[O:7])=[CH:4][CH:3]=1.C([Li])CCC.I[CH2:18][CH2:19][CH2:20][CH2:21][CH3:22].C(=O)(O)[O-].[Na+]. (3) The reactants are: [OH-].[Na+].C1C=C2C=CC3OP(O)(=O)OC4C=CC5C(C=4C=3C2=CC=1)=CC=CC=5.[NH2:28][C:29]1[CH:34]=[CH:33][N:32]([C@H:35]2[O:39][C@@H:38]([CH2:40][OH:41])[S:37][CH2:36]2)[C:31](=[O:42])[N:30]=1.C(OCC)(=O)C. Given the product [NH2:28][C:29]1[CH:34]=[CH:33][N:32]([C@@H:35]2[O:39][C@H:38]([CH2:40][OH:41])[S:37][CH2:36]2)[C:31](=[O:42])[N:30]=1, predict the reactants needed to synthesize it. (4) Given the product [CH:1]([O:4][C:5]1[CH:10]=[CH:9][C:8]([NH:11][C:12]([N:14]2[CH2:19][CH2:18][CH:17]([C:20]3[C:29]4[C:24](=[CH:25][CH:26]=[C:27]([C:33]#[C:32][CH2:31][OH:34])[CH:28]=4)[N:23]=[CH:22][N:21]=3)[CH2:16][CH2:15]2)=[O:13])=[CH:7][CH:6]=1)([CH3:3])[CH3:2], predict the reactants needed to synthesize it. The reactants are: [CH:1]([O:4][C:5]1[CH:10]=[CH:9][C:8]([NH:11][C:12]([N:14]2[CH2:19][CH2:18][CH:17]([C:20]3[C:29]4[C:24](=[CH:25][CH:26]=[C:27](I)[CH:28]=4)[N:23]=[CH:22][N:21]=3)[CH2:16][CH2:15]2)=[O:13])=[CH:7][CH:6]=1)([CH3:3])[CH3:2].[CH2:31]([OH:34])[C:32]#[CH:33].C(NCC)C. (5) Given the product [CH2:4]([O:6][CH:7]([O:10][CH2:11][CH3:12])[C:8](=[NH:9])[NH:18][CH2:17][C:16]1[CH:19]=[CH:20][CH:21]=[C:14]([F:13])[CH:15]=1)[CH3:5], predict the reactants needed to synthesize it. The reactants are: C[O-].[Na+].[CH2:4]([O:6][CH:7]([O:10][CH2:11][CH3:12])[C:8]#[N:9])[CH3:5].[F:13][C:14]1[CH:15]=[C:16]([CH:19]=[CH:20][CH:21]=1)[CH2:17][NH2:18].